From a dataset of Forward reaction prediction with 1.9M reactions from USPTO patents (1976-2016). Predict the product of the given reaction. Given the reactants Br[CH2:2][CH2:3][CH2:4][O:5][N:6]=[CH:7][C:8]1[C:12]2[CH:13]=[CH:14][CH:15]=[CH:16][C:11]=2[O:10][C:9]=1[CH2:17][CH2:18][CH2:19][CH3:20].C[O:22][C:23](=[O:32])[CH2:24][C:25]1[CH:30]=[CH:29][C:28]([OH:31])=[CH:27][CH:26]=1, predict the reaction product. The product is: [CH2:17]([C:9]1[O:10][C:11]2[CH:16]=[CH:15][CH:14]=[CH:13][C:12]=2[C:8]=1/[CH:7]=[N:6]/[O:5][CH2:4][CH2:3][CH2:2][O:31][C:28]1[CH:27]=[CH:26][C:25]([CH2:24][C:23]([OH:32])=[O:22])=[CH:30][CH:29]=1)[CH2:18][CH2:19][CH3:20].